This data is from Reaction yield outcomes from USPTO patents with 853,638 reactions. The task is: Predict the reaction yield, written as a fraction of the theoretical maximum amount of product (1.0 means a 100% yield; for example, 0.34 means a 34% yield). (1) The reactants are ClC1C=C(Cl)C=C(Cl)C=1[C:10](C1C(Cl)=CC(Cl)=CC=1Cl)([C:14]([O-])=[O:15])[C:11]([O-])=[O:12].[NH2:26][C:27]1[N:32]=[CH:31][C:30]([C:33]2([OH:46])[CH2:38][CH2:37][N:36]([C:39]([O:41][C:42]([CH3:45])([CH3:44])[CH3:43])=[O:40])[CH2:35][CH2:34]2)=[CH:29][CH:28]=1. The product is [OH:46][C:33]1([C:30]2[CH:29]=[CH:28][C:27]3[N:32]([CH:31]=2)[C:11](=[O:12])[CH:10]=[C:14]([OH:15])[N:26]=3)[CH2:38][CH2:37][N:36]([C:39]([O:41][C:42]([CH3:43])([CH3:45])[CH3:44])=[O:40])[CH2:35][CH2:34]1. The yield is 0.700. The catalyst is C1(C)C=CC=CC=1. (2) The reactants are [Br:1][C:2]1[C:10]2[N:9]([CH2:11][C:12]([NH:14][C:15]3[S:16][CH:17]=[C:18]([CH3:20])[N:19]=3)=[O:13])[C:8]3[CH2:21][CH2:22][N:23](C(OC(C)(C)C)=O)[CH2:24][CH2:25][C:7]=3[C:6]=2[CH:5]=[CH:4][CH:3]=1.[ClH:33]. The catalyst is CCOC(C)=O.O1CCOCC1. The product is [ClH:33].[Br:1][C:2]1[C:10]2[N:9]([CH2:11][C:12]([NH:14][C:15]3[S:16][CH:17]=[C:18]([CH3:20])[N:19]=3)=[O:13])[C:8]3[CH2:21][CH2:22][NH:23][CH2:24][CH2:25][C:7]=3[C:6]=2[CH:5]=[CH:4][CH:3]=1. The yield is 0.940. (3) The reactants are [Cl-].[C:2]1([S+:8]([C:15]2[CH:20]=[CH:19][CH:18]=[CH:17][CH:16]=2)[C:9]2[CH:14]=[CH:13][CH:12]=[CH:11][CH:10]=2)[CH:7]=[CH:6][CH:5]=[CH:4][CH:3]=1.[C:21]([O:29][CH:30]([C:38]([F:41])([F:40])[F:39])[C:31]([F:37])([F:36])[S:32]([O-:35])(=[O:34])=[O:33])(=[O:28])[C:22]1[CH:27]=[CH:26][CH:25]=[CH:24][CH:23]=1.[Na+]. The catalyst is ClCCl. The product is [C:21]([O:29][CH:30]([C:38]([F:40])([F:41])[F:39])[C:31]([F:36])([F:37])[S:32]([O-:35])(=[O:34])=[O:33])(=[O:28])[C:22]1[CH:23]=[CH:24][CH:25]=[CH:26][CH:27]=1.[C:15]1([S+:8]([C:2]2[CH:3]=[CH:4][CH:5]=[CH:6][CH:7]=2)[C:9]2[CH:14]=[CH:13][CH:12]=[CH:11][CH:10]=2)[CH:16]=[CH:17][CH:18]=[CH:19][CH:20]=1. The yield is 0.750. (4) The reactants are C[O:2][C:3]([C:5]1([CH2:12][NH2:13])[C:7]2([CH2:11][CH2:10][CH2:9][CH2:8]2)[CH2:6]1)=[O:4].[OH-].[Li+].O. The catalyst is CO. The product is [NH2:13][CH2:12][C:5]1([C:3]([OH:4])=[O:2])[C:7]2([CH2:11][CH2:10][CH2:9][CH2:8]2)[CH2:6]1. The yield is 0.390.